Predict the reactants needed to synthesize the given product. From a dataset of Full USPTO retrosynthesis dataset with 1.9M reactions from patents (1976-2016). (1) Given the product [O:1]=[C:2]1[CH:8]([CH2:9][C:10]([OH:12])=[O:11])[CH2:7][C:6]2[CH:14]=[CH:15][C:16]([O:18][CH2:19][CH2:20][CH2:21][N:22]([C:24]3[CH:29]=[CH:28][CH:27]=[CH:26][N:25]=3)[CH3:23])=[CH:17][C:5]=2[CH2:4][N:3]1[CH2:30][C:31]1[CH:32]=[CH:33][C:34]([C:37]([F:40])([F:38])[F:39])=[CH:35][CH:36]=1, predict the reactants needed to synthesize it. The reactants are: [O:1]=[C:2]1[CH:8]([CH2:9][C:10]([O:12]C)=[O:11])[CH2:7][C:6]2[CH:14]=[CH:15][C:16]([O:18][CH2:19][CH2:20][CH2:21][N:22]([C:24]3[CH:29]=[CH:28][CH:27]=[CH:26][N:25]=3)[CH3:23])=[CH:17][C:5]=2[CH2:4][N:3]1[CH2:30][C:31]1[CH:36]=[CH:35][C:34]([C:37]([F:40])([F:39])[F:38])=[CH:33][CH:32]=1.N1C=CC=CC=1NCCCOC1C=CC2CC(CC(OC)=O)C(=O)N(C)CC=2C=1.C(C(O)=O)(F)(F)F.O. (2) Given the product [F:31][C:32]1[CH:33]=[CH:34][C:2]([CH2:1][O:4][C:5]2[N:10]=[C:9]([C:11]([OH:13])=[O:12])[CH:8]=[N:7][C:6]=2[N:14]2[CH2:18][CH2:17][CH2:16][CH2:15]2)=[CH:3][CH:37]=1, predict the reactants needed to synthesize it. The reactants are: [CH2:1]([O:4][C:5]1[N:10]=[C:9]([C:11]([OH:13])=[O:12])[CH:8]=[N:7][C:6]=1[N:14]1[CH2:18][CH2:17][CH2:16][CH2:15]1)[CH2:2][CH3:3].COC(C1C=NC(Cl)=C(Br)N=1)=O.[F:31][C:32]1[CH:37]=CC(CO)=[CH:34][CH:33]=1.N1CCCC1.[OH-].[K+].